Dataset: Catalyst prediction with 721,799 reactions and 888 catalyst types from USPTO. Task: Predict which catalyst facilitates the given reaction. (1) Reactant: [H-].[Na+].[I:3][C:4]1[C:5]([O:14][CH3:15])=[CH:6][C:7]([C:11](=[O:13])[CH3:12])=[C:8]([OH:10])[CH:9]=1.[Na].ClCOC. Product: [OH:10][C:8]1[CH:9]=[C:4]([I:3])[C:5]([O:14][CH3:15])=[CH:6][C:7]=1[C:11](=[O:13])[CH3:12]. The catalyst class is: 3. (2) Reactant: [CH2:1]([N:3]([CH2:37][CH3:38])[CH2:4][CH2:5][CH2:6][NH:7][C:8]1[N:9]=[C:10]([C:27]2[CH:28]=[C:29]([CH:33]=[CH:34][C:35]=2[CH3:36])[C:30]([OH:32])=O)[C:11]2[CH:17]=[CH:16][C:15](=[O:18])[N:14]([C:19]3[C:24]([F:25])=[CH:23][CH:22]=[CH:21][C:20]=3[F:26])[C:12]=2[N:13]=1)[CH3:2].CN(C(O[N:47]1N=N[C:49]2[CH:50]=[CH:51][CH:52]=[CH:53][C:48]1=2)=[N+](C)C)C.F[P-](F)(F)(F)(F)F.C(N(CC)CC)C.C1(N)CCCCC1. Product: [CH:48]1([NH:47][C:30](=[O:32])[C:29]2[CH:33]=[CH:34][C:35]([CH3:36])=[C:27]([C:10]3[C:11]4[CH:17]=[CH:16][C:15](=[O:18])[N:14]([C:19]5[C:20]([F:26])=[CH:21][CH:22]=[CH:23][C:24]=5[F:25])[C:12]=4[N:13]=[C:8]([NH:7][CH2:6][CH2:5][CH2:4][N:3]([CH2:37][CH3:38])[CH2:1][CH3:2])[N:9]=3)[CH:28]=2)[CH2:53][CH2:52][CH2:51][CH2:50][CH2:49]1. The catalyst class is: 3. (3) Reactant: [Br:1][CH2:2][CH2:3][CH2:4][CH2:5][CH2:6][O:7][C:8]1[CH:9]=[C:10]2[C:15](=[CH:16][CH:17]=1)[NH:14][C:13](=[O:18])[CH:12]=[CH:11]2.[CH3:19]I. Product: [Br:1][CH2:2][CH2:3][CH2:4][CH2:5][CH2:6][O:7][C:8]1[CH:9]=[C:10]2[C:15](=[CH:16][CH:17]=1)[N:14]([CH3:19])[C:13](=[O:18])[CH:12]=[CH:11]2. The catalyst class is: 6. (4) Reactant: [CH2:1]([C:3]1[C:7]([CH3:8])=[C:6]([NH:9][C:10](=[O:17])OCC(Cl)(Cl)Cl)[O:5][N:4]=1)[CH3:2].Cl.Cl.[F:20][C:21]1[C:26]([F:27])=[CH:25][CH:24]=[CH:23][C:22]=1[C:28]1[N:33]=[C:32]([N:34]2[CH2:39][CH2:38][NH:37][CH2:36][CH2:35]2)[CH:31]=[CH:30][N:29]=1.C(N(CC)CC)C. Product: [F:20][C:21]1[C:26]([F:27])=[CH:25][CH:24]=[CH:23][C:22]=1[C:28]1[N:33]=[C:32]([N:34]2[CH2:39][CH2:38][N:37]([C:10]([NH:9][C:6]3[O:5][N:4]=[C:3]([CH2:1][CH3:2])[C:7]=3[CH3:8])=[O:17])[CH2:36][CH2:35]2)[CH:31]=[CH:30][N:29]=1. The catalyst class is: 6. (5) Product: [Cl:11][C:4]1[N:3]=[C:2]([N:19]([CH3:20])[CH3:18])[C:7]([N+:8]([O-:10])=[O:9])=[CH:6][CH:5]=1. Reactant: Cl[C:2]1[C:7]([N+:8]([O-:10])=[O:9])=[CH:6][CH:5]=[C:4]([Cl:11])[N:3]=1.C(=O)([O-])[O-].[K+].[K+].[CH3:18][NH:19][CH3:20].O1CCCC1. The catalyst class is: 7. (6) Reactant: [F:1][C:2]1[CH:3]=[CH:4][C:5]([O:15][CH2:16][C:17]2[CH:22]=[CH:21][C:20]([F:23])=[CH:19][CH:18]=2)=[C:6]([C:8](=O)[CH2:9][CH2:10][C:11](=O)[CH3:12])[CH:7]=1.[C:24]([NH:27][C:28]1[CH:29]=[C:30]([CH:34]=[C:35]([NH2:37])[CH:36]=1)[C:31]([OH:33])=[O:32])(=[O:26])[CH3:25].CC1C=CC(S(O)(=O)=O)=CC=1.Cl. Product: [F:1][C:2]1[CH:3]=[CH:4][C:5]([O:15][CH2:16][C:17]2[CH:22]=[CH:21][C:20]([F:23])=[CH:19][CH:18]=2)=[C:6]([C:8]2[N:37]([C:35]3[CH:34]=[C:30]([CH:29]=[C:28]([NH:27][C:24](=[O:26])[CH3:25])[CH:36]=3)[C:31]([OH:33])=[O:32])[C:11]([CH3:12])=[CH:10][CH:9]=2)[CH:7]=1. The catalyst class is: 496.